This data is from Buchwald-Hartwig C-N cross coupling reaction yields with 55,370 reactions. The task is: Predict the reaction yield, written as a fraction of the theoretical maximum amount of product (1.0 means a 100% yield; for example, 0.34 means a 34% yield). No catalyst specified. The yield is 0.784. The product is Cc1ccc(Nc2ccccn2)cc1. The reactants are Clc1ccccn1.Cc1ccc(N)cc1.O=S(=O)(O[Pd]1c2ccccc2-c2ccccc2N~1)C(F)(F)F.COc1ccc(OC)c(P([C@]23C[C@H]4C[C@H](C[C@H](C4)C2)C3)[C@]23C[C@H]4C[C@H](C[C@H](C4)C2)C3)c1-c1c(C(C)C)cc(C(C)C)cc1C(C)C.CN1CCCN2CCCN=C12.Cc1cc(-n2cccc2)no1.